Dataset: Forward reaction prediction with 1.9M reactions from USPTO patents (1976-2016). Task: Predict the product of the given reaction. Given the reactants Br[C:2]1[CH:23]=[CH:22][C:5]([C:6]([NH:8][S:9]([C:12]2[CH:17]=[CH:16][CH:15]=[CH:14][C:13]=2[S:18](=[O:21])(=[O:20])[NH2:19])(=[O:11])=[O:10])=[O:7])=[CH:4][C:3]=1[O:24][CH2:25][C:26]([F:31])([F:30])[CH:27]([F:29])[F:28].[CH3:32][CH:33]([CH3:36])[C:34]#[CH:35], predict the reaction product. The product is: [CH3:32][CH:33]([CH3:36])[C:34]#[C:35][C:2]1[CH:23]=[CH:22][C:5]([C:6]([NH:8][S:9]([C:12]2[CH:17]=[CH:16][CH:15]=[CH:14][C:13]=2[S:18](=[O:21])(=[O:20])[NH2:19])(=[O:11])=[O:10])=[O:7])=[CH:4][C:3]=1[O:24][CH2:25][C:26]([F:31])([F:30])[CH:27]([F:29])[F:28].